Dataset: Full USPTO retrosynthesis dataset with 1.9M reactions from patents (1976-2016). Task: Predict the reactants needed to synthesize the given product. (1) Given the product [Cl:1][C:2]1[CH:11]=[CH:10][C:9]2[N:8]=[CH:7][C:6]3[N:12]=[C:13]([CH2:22][C:23]([NH:26][OH:27])=[NH:24])[N:14]([C:15]4[CH:20]=[CH:19][CH:18]=[CH:17][C:16]=4[Cl:21])[C:5]=3[C:4]=2[CH:3]=1, predict the reactants needed to synthesize it. The reactants are: [Cl:1][C:2]1[CH:11]=[CH:10][C:9]2[N:8]=[CH:7][C:6]3[N:12]=[C:13]([CH2:22][C:23]#[N:24])[N:14]([C:15]4[CH:20]=[CH:19][CH:18]=[CH:17][C:16]=4[Cl:21])[C:5]=3[C:4]=2[CH:3]=1.Cl.[NH2:26][OH:27].C(=O)([O-])[O-].[Na+].[Na+]. (2) The reactants are: Cl.[F:2][C:3]([F:25])([F:24])[C:4]1[CH:22]=[C:21]([F:23])[CH:20]=[CH:19][C:5]=1[CH:6]([O:14][CH:15]1[CH2:18][NH:17][CH2:16]1)[C:7]1[CH:12]=[CH:11][C:10]([Cl:13])=[CH:9][CH:8]=1.[N-:26]=[C:27]=[O:28]. Given the product [F:25][C:3]([F:2])([F:24])[C:4]1[CH:22]=[C:21]([F:23])[CH:20]=[CH:19][C:5]=1[CH:6]([O:14][CH:15]1[CH2:18][N:17]([C:27]([NH:26][CH2:3][C:4]2[CH:22]=[CH:21][CH:20]=[CH:19][CH:5]=2)=[O:28])[CH2:16]1)[C:7]1[CH:12]=[CH:11][C:10]([Cl:13])=[CH:9][CH:8]=1, predict the reactants needed to synthesize it.